The task is: Predict which catalyst facilitates the given reaction.. This data is from Catalyst prediction with 721,799 reactions and 888 catalyst types from USPTO. (1) Reactant: Br[CH2:2][C:3]1[C:12](=[O:13])[C:11]2[C:6](=[CH:7][C:8]([Cl:14])=[CH:9][CH:10]=2)[N:5]([C:15]2[CH:20]=[CH:19][CH:18]=[CH:17][CH:16]=2)[C:4]=1[C:21]([O:23][CH3:24])=[O:22].C(Cl)Cl.C(N(CC)C(C)C)(C)C.[NH2:37][C:38]1[C:47]2[C:42](=[CH:43][CH:44]=[CH:45][CH:46]=2)[CH:41]=[CH:40][N:39]=1. Product: [CH3:24][O:23][C:21]([C:4]1[N:5]([C:15]2[CH:16]=[CH:17][CH:18]=[CH:19][CH:20]=2)[C:6]2[C:11]([C:12](=[O:13])[C:3]=1[CH2:2][NH:37][C:38]1[C:47]3[C:42](=[CH:43][CH:44]=[CH:45][CH:46]=3)[CH:41]=[CH:40][N:39]=1)=[CH:10][CH:9]=[C:8]([Cl:14])[CH:7]=2)=[O:22]. The catalyst class is: 6. (2) Reactant: O.[SH-].[Na+].[CH3:4][S:5]([C:8]1[CH2:12][C:11]([CH3:14])([CH3:13])[O:10][N:9]=1)(=O)=O.C(=O)([O-])[O-].[K+].[K+].C(S([O-])=O)O.[Na+].BrC[C:29]1[C:30]([C:41]([F:44])([F:43])[F:42])=[N:31][N:32]([C:35]2[CH:40]=[CH:39][CH:38]=[CH:37][CH:36]=2)[C:33]=1[Cl:34]. Product: [Cl:34][C:33]1[N:32]([C:35]2[CH:40]=[CH:39][CH:38]=[CH:37][CH:36]=2)[N:31]=[C:30]([C:41]([F:44])([F:43])[F:42])[C:29]=1[CH2:4][S:5][C:8]1[CH2:12][C:11]([CH3:14])([CH3:13])[O:10][N:9]=1. The catalyst class is: 35. (3) Reactant: [NH2:1][C@@H:2]([CH2:33][C:34]1[CH:39]=[CH:38][CH:37]=[CH:36][CH:35]=1)[C@@H:3]([OH:32])[CH2:4][C@@H:5]([NH:19][C:20]([C@@H:22]([NH:27][C:28](=[O:31])[O:29][CH3:30])[C:23]([CH3:26])([CH3:25])[CH3:24])=[O:21])[CH2:6][C:7]1[CH:12]=[CH:11][C:10]([C:13]2[CH:18]=[CH:17][CH:16]=[CH:15][N:14]=2)=[CH:9][CH:8]=1.[CH3:40][O:41][C:42]([NH:44][C@@H:45]([C:49]([CH3:52])([CH3:51])[CH3:50])[C:46](O)=[O:47])=[O:43].CCOP(ON1N=NC2C=CC=CC=2C1=O)(OCC)=O.C(N(CC)C(C)C)(C)C. Product: [CH3:40][O:41][C:42](=[O:43])[NH:44][C@@H:45]([C:49]([CH3:51])([CH3:50])[CH3:52])[C:46](=[O:47])[NH:1][C@@H:2]([CH2:33][C:34]1[CH:35]=[CH:36][CH:37]=[CH:38][CH:39]=1)[C@@H:3]([OH:32])[CH2:4][C@H:5]([CH2:6][C:7]1[CH:12]=[CH:11][C:10]([C:13]2[CH:18]=[CH:17][CH:16]=[CH:15][N:14]=2)=[CH:9][CH:8]=1)[NH:19][C:20](=[O:21])[C@H:22]([C:23]([CH3:26])([CH3:25])[CH3:24])[NH:27][C:28](=[O:31])[O:29][CH3:30]. The catalyst class is: 1. (4) Reactant: [CH:1]1([NH:4][C:5]([C:7]2[CH:8]=[CH:9][C:10]([CH3:44])=[C:11]([C:13]3[CH:14]=[C:15]4[C:20](=[CH:21][CH:22]=3)[C:19](=[O:23])[N:18]([CH2:24][C:25]3[CH:30]=[CH:29][C:28]([C:31]5[CH2:32][CH2:33][N:34](C(OC(C)(C)C)=O)[CH2:35][CH:36]=5)=[CH:27][CH:26]=3)[CH:17]=[CH:16]4)[CH:12]=2)=[O:6])[CH2:3][CH2:2]1.[ClH:45]. Product: [ClH:45].[CH:1]1([NH:4][C:5](=[O:6])[C:7]2[CH:8]=[CH:9][C:10]([CH3:44])=[C:11]([C:13]3[CH:14]=[C:15]4[C:20](=[CH:21][CH:22]=3)[C:19](=[O:23])[N:18]([CH2:24][C:25]3[CH:30]=[CH:29][C:28]([C:31]5[CH2:32][CH2:33][NH:34][CH2:35][CH:36]=5)=[CH:27][CH:26]=3)[CH:17]=[CH:16]4)[CH:12]=2)[CH2:2][CH2:3]1. The catalyst class is: 71. (5) Reactant: Br[C:2]1[C:10]2[C:5](=[N:6][CH:7]=[N:8][C:9]=2[NH:11][C:12]2[N:17]=[CH:16][CH:15]=[CH:14][N:13]=2)[N:4]([C:18]([CH3:21])([CH3:20])[CH3:19])[N:3]=1.[CH3:22][C:23]1[CH:28]=[CH:27][C:26](B(O)O)=[CH:25][CH:24]=1.C(=O)([O-])[O-].[Na+].[Na+]. Product: [C:18]([N:4]1[C:5]2=[N:6][CH:7]=[N:8][C:9]([NH:11][C:12]3[N:17]=[CH:16][CH:15]=[CH:14][N:13]=3)=[C:10]2[C:2]([C:26]2[CH:27]=[CH:28][C:23]([CH3:22])=[CH:24][CH:25]=2)=[N:3]1)([CH3:21])([CH3:20])[CH3:19]. The catalyst class is: 149. (6) Reactant: [O:1]1[CH:5]=[CH:4][CH:3]=[C:2]1[C:6]1[C:11]([I:12])=[C:10](S(C)=O)[N:9]=[C:8]([NH2:16])[N:7]=1.[CH3:17][NH2:18]. Product: [O:1]1[CH:5]=[CH:4][CH:3]=[C:2]1[C:6]1[N:7]=[C:8]([NH2:16])[N:9]=[C:10]([NH:18][CH3:17])[C:11]=1[I:12]. The catalyst class is: 219.